From a dataset of Full USPTO retrosynthesis dataset with 1.9M reactions from patents (1976-2016). Predict the reactants needed to synthesize the given product. (1) Given the product [CH3:20][C:10]1[C:11]2[C:16](=[CH:15][CH:14]=[C:13]([C:17]([OH:19])=[O:18])[CH:12]=2)[NH:8][N:9]=1, predict the reactants needed to synthesize it. The reactants are: C([N:8]1[C:16]2[C:11](=[CH:12][C:13]([C:17]([OH:19])=[O:18])=[CH:14][CH:15]=2)[C:10]([CH3:20])=[N:9]1)C1C=CC=CC=1.[H][H]. (2) Given the product [ClH:25].[ClH:25].[NH2:8][CH2:9][C@H:10]([N:15]1[CH2:20][CH2:19][N:18]([S:21]([CH3:24])(=[O:23])=[O:22])[CH2:17][CH2:16]1)[C:11]([O:13][CH3:14])=[O:12], predict the reactants needed to synthesize it. The reactants are: C(OC([NH:8][CH2:9][C@H:10]([N:15]1[CH2:20][CH2:19][N:18]([S:21]([CH3:24])(=[O:23])=[O:22])[CH2:17][CH2:16]1)[C:11]([O:13][CH3:14])=[O:12])=O)(C)(C)C.[ClH:25]. (3) Given the product [CH:1]1([O:7][CH:8]2[CH2:13][CH2:12][N:11]([C:14]3[N:15]=[CH:16][C:17]([C:20]4[CH:21]=[CH:22][C:23]([C:26]5[S:30][C:29]([N:31]6[CH2:36][CH2:35][CH:34]([CH:37]=[O:38])[CH2:33][CH2:32]6)=[N:28][N:27]=5)=[CH:24][CH:25]=4)=[CH:18][N:19]=3)[CH2:10][CH2:9]2)[CH2:6][CH2:5][CH2:4][CH2:3][CH2:2]1, predict the reactants needed to synthesize it. The reactants are: [CH:1]1([O:7][CH:8]2[CH2:13][CH2:12][N:11]([C:14]3[N:19]=[CH:18][C:17]([C:20]4[CH:25]=[CH:24][C:23]([C:26]5[S:30][C:29]([N:31]6[CH2:36][CH2:35][CH:34]([CH2:37][OH:38])[CH2:33][CH2:32]6)=[N:28][N:27]=5)=[CH:22][CH:21]=4)=[CH:16][N:15]=3)[CH2:10][CH2:9]2)[CH2:6][CH2:5][CH2:4][CH2:3][CH2:2]1.CC(OI1(OC(C)=O)(OC(C)=O)OC(=O)C2C=CC=CC1=2)=O.S([O-])([O-])(=O)=S.[Na+].[Na+]. (4) Given the product [F:12][C:13]1[CH:18]=[CH:17][C:16]([NH:19][C:20]([O:22][N:23]=[C:24]2[CH2:29][CH2:28][N:27]([S:7]([C:3]3[CH:2]=[C:1]([CH3:11])[CH:6]=[CH:5][CH:4]=3)(=[O:9])=[O:8])[CH2:26][CH2:25]2)=[O:21])=[CH:15][CH:14]=1, predict the reactants needed to synthesize it. The reactants are: [C:1]1([CH3:11])[CH:6]=[CH:5][CH:4]=[C:3]([S:7](Cl)(=[O:9])=[O:8])[CH:2]=1.[F:12][C:13]1[CH:18]=[CH:17][C:16]([NH:19][C:20]([O:22][N:23]=[C:24]2[CH2:29][CH2:28][NH:27][CH2:26][CH2:25]2)=[O:21])=[CH:15][CH:14]=1.C(N(CC)C(C)C)(C)C. (5) Given the product [CH3:1][C:2]1([CH3:19])[O:6][C:5](=[O:7])/[C:4](=[CH:8]/[C:9]([OH:11])=[O:10])/[O:3]1, predict the reactants needed to synthesize it. The reactants are: [CH3:1][C:2]1([CH3:19])[O:6][C:5](=[O:7])/[C:4](=[CH:8]/[C:9]([O:11][Si](C(C)(C)C)(C)C)=[O:10])/[O:3]1.C(O)(=O)C.[F-].C([N+](CCCC)(CCCC)CCCC)CCC. (6) Given the product [F:11][C:9]1[CH:8]=[C:7]2[C:3]([CH:4]=[CH:5][NH:6]2)=[C:2]([B:12]2[O:16][C:15]([CH3:18])([CH3:17])[C:14]([CH3:20])([CH3:19])[O:13]2)[CH:10]=1, predict the reactants needed to synthesize it. The reactants are: Br[C:2]1[CH:10]=[C:9]([F:11])[CH:8]=[C:7]2[C:3]=1[CH:4]=[CH:5][NH:6]2.[B:12]1([B:12]2[O:16][C:15]([CH3:18])([CH3:17])[C:14]([CH3:20])([CH3:19])[O:13]2)[O:16][C:15]([CH3:18])([CH3:17])[C:14]([CH3:20])([CH3:19])[O:13]1.C([O-])(=O)C.[K+]. (7) Given the product [Br:18][C:15]1[CH:16]=[CH:17][C:3]([O:2][CH3:1])=[C:4]([CH:14]=1)[CH2:5][NH:6][C:7](=[O:13])[O:8][C:9]([CH3:12])([CH3:10])[CH3:11], predict the reactants needed to synthesize it. The reactants are: [CH3:1][O:2][C:3]1[CH:17]=[CH:16][CH:15]=[CH:14][C:4]=1[CH2:5][NH:6][C:7](=[O:13])[O:8][C:9]([CH3:12])([CH3:11])[CH3:10].[Br:18]N1C(=O)CCC1=O. (8) Given the product [CH2:51]([S:53]([NH:56][C:57]1[CH:65]=[CH:64][C:60]([CH2:61][CH2:62][NH:63][C:14]([C:13]2[CH:12]=[CH:11][N:10]=[C:9]3[NH:17][C:6]([C:2]4[S:1][CH:5]=[CH:4][CH:3]=4)=[N:7][C:8]=23)=[O:16])=[CH:59][CH:58]=1)(=[O:54])=[O:55])[CH3:52], predict the reactants needed to synthesize it. The reactants are: [S:1]1[CH:5]=[CH:4][CH:3]=[C:2]1[C:6]1[NH:17][C:9]2=[N:10][CH:11]=[CH:12][C:13]([C:14]([OH:16])=O)=[C:8]2[N:7]=1.C1CN([P+](ON2N=NC3C=CC=CC2=3)(N2CCCC2)N2CCCC2)CC1.F[P-](F)(F)(F)(F)F.[CH2:51]([S:53]([NH:56][C:57]1[CH:65]=[CH:64][C:60]([CH2:61][CH2:62][NH2:63])=[CH:59][CH:58]=1)(=[O:55])=[O:54])[CH3:52]. (9) Given the product [CH3:32][O:33][CH2:34][CH2:35][CH2:36][NH:37][C:3](=[O:31])[CH2:4][CH2:5][CH2:6][CH2:7][CH2:8][O:9][C:10]1[CH:11]=[CH:12][C:13]2[N:17]=[C:16]([N:18]3[CH2:19][CH2:20][O:21][CH2:22][CH2:23]3)[N:15]([C:24]3[CH:25]=[CH:26][CH:27]=[CH:28][CH:29]=3)[C:14]=2[CH:30]=1, predict the reactants needed to synthesize it. The reactants are: CO[C:3](=[O:31])[CH2:4][CH2:5][CH2:6][CH2:7][CH2:8][O:9][C:10]1[CH:11]=[CH:12][C:13]2[N:17]=[C:16]([N:18]3[CH2:23][CH2:22][O:21][CH2:20][CH2:19]3)[N:15]([C:24]3[CH:29]=[CH:28][CH:27]=[CH:26][CH:25]=3)[C:14]=2[CH:30]=1.[CH3:32][O:33][CH2:34][CH2:35][CH2:36][NH2:37].